Dataset: Forward reaction prediction with 1.9M reactions from USPTO patents (1976-2016). Task: Predict the product of the given reaction. The product is: [CH3:26][O:25][C:20]1[CH:21]=[CH:22][CH:23]=[CH:24][C:19]=1[CH2:18][O:17][C:14]1[CH:15]=[CH:16][C:11]([S:8]([C:7]2[C:2]([NH:31][C:30]3[CH:32]=[CH:33][C:34]([O:36][CH3:37])=[CH:35][C:29]=3[CH3:28])=[N:3][C:4]([CH3:27])=[CH:5][CH:6]=2)(=[O:10])=[O:9])=[CH:12][CH:13]=1. Given the reactants Br[C:2]1[C:7]([S:8]([C:11]2[CH:16]=[CH:15][C:14]([O:17][CH2:18][C:19]3[CH:24]=[CH:23][CH:22]=[CH:21][C:20]=3[O:25][CH3:26])=[CH:13][CH:12]=2)(=[O:10])=[O:9])=[CH:6][CH:5]=[C:4]([CH3:27])[N:3]=1.[CH3:28][C:29]1[CH:35]=[C:34]([O:36][CH3:37])[CH:33]=[CH:32][C:30]=1[NH2:31].C1C=CC(P(C2C=CC=CC=2)CCCP(C2C=CC=CC=2)C2C=CC=CC=2)=CC=1.CC([O-])(C)C.[Na+], predict the reaction product.